From a dataset of Forward reaction prediction with 1.9M reactions from USPTO patents (1976-2016). Predict the product of the given reaction. (1) The product is: [CH:18]([N:14]([CH:15]([CH3:17])[CH3:16])[CH2:13][CH2:12][NH:11][C:10]([C:7]1[CH:8]=[CH:9][C:4]([C:3]([OH:22])=[O:2])=[CH:5][N:6]=1)=[O:21])([CH3:19])[CH3:20]. Given the reactants C[O:2][C:3](=[O:22])[C:4]1[CH:9]=[CH:8][C:7]([C:10](=[O:21])[NH:11][CH2:12][CH2:13][N:14]([CH:18]([CH3:20])[CH3:19])[CH:15]([CH3:17])[CH3:16])=[N:6][CH:5]=1.[OH-].[Na+], predict the reaction product. (2) The product is: [CH2:35]([O:37][C:38](=[O:47])[CH2:39][C:40]1[CH:41]=[N:42][CH:43]=[C:44]([C:20]2[CH:21]=[CH:22][CH:23]=[C:18]([C:17]3[O:16][N:15]=[C:14]([CH3:33])[C:13]=3[NH:12][C:11]([O:10][CH:8]([C:3]3[CH:4]=[CH:5][CH:6]=[CH:7][C:2]=3[Cl:1])[CH3:9])=[O:34])[CH:19]=2)[CH:45]=1)[CH3:36]. Given the reactants [Cl:1][C:2]1[CH:7]=[CH:6][CH:5]=[CH:4][C:3]=1[CH:8]([O:10][C:11](=[O:34])[NH:12][C:13]1[C:14]([CH3:33])=[N:15][O:16][C:17]=1[C:18]1[CH:23]=[CH:22][CH:21]=[C:20](B2OC(C)(C)C(C)(C)O2)[CH:19]=1)[CH3:9].[CH2:35]([O:37][C:38](=[O:47])[CH2:39][C:40]1[CH:41]=[N:42][CH:43]=[C:44](Br)[CH:45]=1)[CH3:36], predict the reaction product.